Task: Regression. Given a peptide amino acid sequence and an MHC pseudo amino acid sequence, predict their binding affinity value. This is MHC class I binding data.. Dataset: Peptide-MHC class I binding affinity with 185,985 pairs from IEDB/IMGT (1) The peptide sequence is SFVTDLEKY. The MHC is HLA-A26:01 with pseudo-sequence HLA-A26:01. The binding affinity (normalized) is 0.234. (2) The peptide sequence is MKWMMAMKY. The binding affinity (normalized) is 0.0847. The MHC is HLA-B08:01 with pseudo-sequence HLA-B08:01. (3) The binding affinity (normalized) is 0.701. The peptide sequence is WLGAAITLV. The MHC is HLA-A02:01 with pseudo-sequence HLA-A02:01. (4) The binding affinity (normalized) is 0.0258. The peptide sequence is FQPQNEQFI. The MHC is H-2-Kb with pseudo-sequence H-2-Kb. (5) The binding affinity (normalized) is 0.379. The peptide sequence is QQILQQQLI. The MHC is HLA-A26:01 with pseudo-sequence HLA-A26:01. (6) The MHC is HLA-A68:02 with pseudo-sequence HLA-A68:02. The binding affinity (normalized) is 0.521. The peptide sequence is SVSRDFTLV. (7) The peptide sequence is LLIQGLKTV. The MHC is HLA-A80:01 with pseudo-sequence HLA-A80:01. The binding affinity (normalized) is 0.0847.